This data is from Forward reaction prediction with 1.9M reactions from USPTO patents (1976-2016). The task is: Predict the product of the given reaction. Given the reactants [C:1]([N:8]1[CH2:13][CH2:12][NH:11][CH2:10][CH2:9]1)([O:3][C:4]([CH3:7])([CH3:6])[CH3:5])=[O:2].Br[C:15]([CH3:22])([CH3:21])[C:16]([O:18][CH2:19][CH3:20])=[O:17].C(=O)([O-])[O-].[K+].[K+], predict the reaction product. The product is: [C:4]([O:3][C:1]([N:8]1[CH2:9][CH2:10][N:11]([C:15]([C:16]([O:18][CH2:19][CH3:20])=[O:17])([CH3:22])[CH3:21])[CH2:12][CH2:13]1)=[O:2])([CH3:7])([CH3:6])[CH3:5].